The task is: Regression/Classification. Given a drug SMILES string, predict its absorption, distribution, metabolism, or excretion properties. Task type varies by dataset: regression for continuous measurements (e.g., permeability, clearance, half-life) or binary classification for categorical outcomes (e.g., BBB penetration, CYP inhibition). Dataset: b3db_classification.. This data is from Blood-brain barrier permeability classification from the B3DB database. (1) The molecule is CCN(CC)C(=O)COc1cc2c(O)c3c(O)c(C)c4c(c13)C(=O)C(C)(OC=CC(OC)C(C)C(OC(C)=O)C(C)C(O)C(C)C(O)C(C)C=CC=C(C)C(=O)N2)O4. The result is 0 (does not penetrate BBB). (2) The compound is CCNc1cccnc1N1CCN(C(=O)c2cc3cc(NS(C)(=O)=O)ccc3[nH]2)CC1. The result is 0 (does not penetrate BBB). (3) The molecule is CCC[C@@H]1O[C@@H]2C[C@H]3[C@@H]4C[C@H](F)C5=CC(=O)C=C[C@]5(C)C4(F)[C@@H](O)C[C@]3(C)[C@]2(C(=O)O[C@H](C)OC(=O)OCC)O1. The result is 1 (penetrates BBB). (4) The drug is CN1CCN(CCCN2c3ccccc3Sc3ccccc32)CC1. The result is 1 (penetrates BBB). (5) The compound is CC(C)NCC(O)c1ccc(NS(C)(=O)=O)cc1. The result is 1 (penetrates BBB). (6) The compound is O=C(O)P(=O)(O)O. The result is 1 (penetrates BBB). (7) The molecule is O=C(C1CCCCC1)N1CC(=O)N2CCc3ccccc3[C@H]2C1. The result is 1 (penetrates BBB). (8) The drug is CC(=O)C1(O)CCC2C3CCC4=CC(=O)C=CC4(C)C3C(O)CC21C. The result is 1 (penetrates BBB). (9) The compound is CC(=O)OCC1=COC(OC(=O)CC(C)(C)OC(C)=O)C2C1=CC(OC(=O)CC(C)C)C21CO1. The result is 1 (penetrates BBB).